This data is from Full USPTO retrosynthesis dataset with 1.9M reactions from patents (1976-2016). The task is: Predict the reactants needed to synthesize the given product. (1) Given the product [CH3:18][S:19]([O:1][CH2:2][CH2:3][CH2:4][C:5]1[CH:6]=[C:7]([CH:15]=[CH:16][CH:17]=1)[O:8][CH2:9][C:10]([O:12][CH2:13][CH3:14])=[O:11])(=[O:21])=[O:20], predict the reactants needed to synthesize it. The reactants are: [OH:1][CH2:2][CH2:3][CH2:4][C:5]1[CH:6]=[C:7]([CH:15]=[CH:16][CH:17]=1)[O:8][CH2:9][C:10]([O:12][CH2:13][CH3:14])=[O:11].[CH3:18][S:19](Cl)(=[O:21])=[O:20].O. (2) Given the product [C:10]([C:12]1[CH:13]=[C:14]2[C:22](=[CH:23][CH:24]=1)[N:21]([CH2:25][C:26]1[CH:31]=[CH:30][CH:29]=[C:28]([F:32])[N:2]=1)[C:20]1[CH2:19][CH2:18][CH:17]([NH:33][C:34]([CH:36]3[CH2:38][CH2:37]3)=[O:35])[CH2:16][C:15]2=1)#[N:11], predict the reactants needed to synthesize it. The reactants are: C[N:2](CCO)C.CCO.[C:10]([C:12]1[CH:13]=[C:14]2[C:22](=[CH:23][CH:24]=1)[N:21]([CH2:25][C:26]1[CH:31]=[CH:30][CH:29]=[C:28]([F:32])C=1)[C:20]1[CH2:19][CH2:18][C@@H:17]([NH:33][C:34]([CH:36]3[CH2:38][CH2:37]3)=[O:35])[CH2:16][C:15]2=1)#[N:11]. (3) Given the product [Cl:9][C:10]1[N:15]=[N:14][C:13]([OH:16])=[C:12]([N:20]2[CH2:25][CH2:24][NH:23][CH2:22][CH2:21]2)[CH:11]=1, predict the reactants needed to synthesize it. The reactants are: C(O)(=O)/C=C/C(O)=O.[Cl:9][C:10]1[N:15]=[N:14][C:13]([O:16]C(O)C)=[C:12]([N:20]2[CH2:25][CH2:24][NH:23][CH2:22][CH2:21]2)[CH:11]=1. (4) Given the product [CH2:1]([C:3]1[C:4]([N:9]2[C:13]([CH3:14])=[C:12]([C:15]([N:17]([CH3:24])[C:18]3[CH:19]=[N:20][CH:21]=[CH:22][CH:23]=3)=[O:16])[CH:11]=[N:10]2)=[N:5][CH:6]=[CH:7][CH:8]=1)[CH3:2], predict the reactants needed to synthesize it. The reactants are: [CH:1]([C:3]1[C:4]([N:9]2[C:13]([CH3:14])=[C:12]([C:15]([N:17]([CH3:24])[C:18]3[CH:19]=[N:20][CH:21]=[CH:22][CH:23]=3)=[O:16])[CH:11]=[N:10]2)=[N:5][CH:6]=[CH:7][CH:8]=1)=[CH2:2]. (5) Given the product [ClH:48].[CH2:38]([C:35]1[CH:36]=[N:37][C:32]([N:18]([CH2:19][C:20]2[CH:21]=[N:22][C:23]([C:26]3[CH:31]=[CH:30][CH:29]=[CH:28][CH:27]=3)=[CH:24][CH:25]=2)[CH2:17][CH2:16][C:14]2[N:15]=[C:11]([S:10][C:7]([CH3:9])([CH3:8])[C:6]([OH:40])=[O:5])[S:12][CH:13]=2)=[N:33][CH:34]=1)[CH3:39], predict the reactants needed to synthesize it. The reactants are: C([O:5][C:6](=[O:40])[C:7]([S:10][C:11]1[S:12][CH:13]=[C:14]([CH2:16][CH2:17][N:18]([C:32]2[N:37]=[CH:36][C:35]([CH2:38][CH3:39])=[CH:34][N:33]=2)[CH2:19][C:20]2[CH:21]=[N:22][C:23]([C:26]3[CH:31]=[CH:30][CH:29]=[CH:28][CH:27]=3)=[CH:24][CH:25]=2)[N:15]=1)([CH3:9])[CH3:8])(C)(C)C.FC(F)(F)C(O)=O.[Cl:48]CCl. (6) Given the product [C:6]([C:10]1[CH:20]=[CH:19][C:13]([O:14][CH2:15][C:16]([NH:46][CH2:47][C:48]2[CH:57]=[CH:56][C:51]3[NH:52][C:53](=[O:55])[NH:54][C:50]=3[CH:49]=2)=[O:18])=[CH:12][C:11]=1[Cl:21])([CH3:7])([CH3:8])[CH3:9], predict the reactants needed to synthesize it. The reactants are: C1COCC1.[C:6]([C:10]1[CH:20]=[CH:19][C:13]([O:14][CH2:15][C:16]([OH:18])=O)=[CH:12][C:11]=1[Cl:21])([CH3:9])([CH3:8])[CH3:7].C1N=CN(C(N2C=NC=C2)=O)C=1.C(C1C=CC(OCC([NH:46][CH2:47][C:48]2[CH:57]=[CH:56][C:51]3[NH:52][C:53](=[O:55])[NH:54][C:50]=3[CH:49]=2)=O)=CC=1)(C)(C)C. (7) Given the product [F:15][C:16]1[CH:17]=[C:18]([N:31]2[CH2:35][C@H:34]([CH2:36][N:37]3[CH:41]=[CH:40][N:39]=[N:38]3)[O:33][C:32]2=[O:42])[CH:19]=[CH:20][C:21]=1[C:4]1[C:5]([C:8]2[CH2:12][C@@H:11]([CH2:13][OH:14])[O:10][N:9]=2)=[N:6][CH:7]=[CH:2][CH:3]=1, predict the reactants needed to synthesize it. The reactants are: Br[C:2]1[CH:3]=[CH:4][C:5]([C:8]2[CH2:12][C@@H:11]([CH2:13][OH:14])[O:10][N:9]=2)=[N:6][CH:7]=1.[F:15][C:16]1[CH:17]=[C:18]([N:31]2[CH2:35][C@H:34]([CH2:36][N:37]3[CH:41]=[CH:40][N:39]=[N:38]3)[O:33][C:32]2=[O:42])[CH:19]=[CH:20][C:21]=1B1OC(C)(C)C(C)(C)O1.C(=O)([O-])[O-].[K+].[K+].